The task is: Regression. Given two drug SMILES strings and cell line genomic features, predict the synergy score measuring deviation from expected non-interaction effect.. This data is from NCI-60 drug combinations with 297,098 pairs across 59 cell lines. (1) Drug 1: CC1=CC2C(CCC3(C2CCC3(C(=O)C)OC(=O)C)C)C4(C1=CC(=O)CC4)C. Synergy scores: CSS=-4.02, Synergy_ZIP=0.879, Synergy_Bliss=-4.66, Synergy_Loewe=-7.84, Synergy_HSA=-8.53. Drug 2: CN(C)C1=NC(=NC(=N1)N(C)C)N(C)C. Cell line: CAKI-1. (2) Drug 1: C1=C(C(=O)NC(=O)N1)F. Drug 2: C1CC(=O)NC(=O)C1N2C(=O)C3=CC=CC=C3C2=O. Cell line: A498. Synergy scores: CSS=41.8, Synergy_ZIP=-4.61, Synergy_Bliss=-11.1, Synergy_Loewe=-15.5, Synergy_HSA=-12.5. (3) Drug 1: CS(=O)(=O)C1=CC(=C(C=C1)C(=O)NC2=CC(=C(C=C2)Cl)C3=CC=CC=N3)Cl. Drug 2: CC1=C(C(CCC1)(C)C)C=CC(=CC=CC(=CC(=O)O)C)C. Cell line: IGROV1. Synergy scores: CSS=7.28, Synergy_ZIP=-2.41, Synergy_Bliss=0.432, Synergy_Loewe=-0.0634, Synergy_HSA=0.875. (4) Drug 1: C1=CC(=CC=C1CCCC(=O)O)N(CCCl)CCCl. Drug 2: C1=NC2=C(N=C(N=C2N1C3C(C(C(O3)CO)O)O)F)N. Cell line: HS 578T. Synergy scores: CSS=-1.49, Synergy_ZIP=-6.15, Synergy_Bliss=-9.42, Synergy_Loewe=-9.39, Synergy_HSA=-8.52. (5) Drug 1: CN(C)C1=NC(=NC(=N1)N(C)C)N(C)C. Drug 2: B(C(CC(C)C)NC(=O)C(CC1=CC=CC=C1)NC(=O)C2=NC=CN=C2)(O)O. Cell line: MDA-MB-435. Synergy scores: CSS=-1.73, Synergy_ZIP=1.92, Synergy_Bliss=2.42, Synergy_Loewe=-1.24, Synergy_HSA=-2.31. (6) Drug 1: C1=C(C(=O)NC(=O)N1)N(CCCl)CCCl. Drug 2: CC1=C(C=C(C=C1)NC(=O)C2=CC=C(C=C2)CN3CCN(CC3)C)NC4=NC=CC(=N4)C5=CN=CC=C5. Cell line: BT-549. Synergy scores: CSS=16.0, Synergy_ZIP=4.31, Synergy_Bliss=3.29, Synergy_Loewe=-6.77, Synergy_HSA=-0.411. (7) Drug 1: C1CN1C2=NC(=NC(=N2)N3CC3)N4CC4. Drug 2: CC1=CC2C(CCC3(C2CCC3(C(=O)C)OC(=O)C)C)C4(C1=CC(=O)CC4)C. Cell line: M14. Synergy scores: CSS=33.2, Synergy_ZIP=1.01, Synergy_Bliss=1.67, Synergy_Loewe=-12.4, Synergy_HSA=0.743.